Task: Predict the reaction yield, written as a fraction of the theoretical maximum amount of product (1.0 means a 100% yield; for example, 0.34 means a 34% yield).. Dataset: Reaction yield outcomes from USPTO patents with 853,638 reactions (1) The reactants are [NH2:1][C:2]1[N:13]=[CH:12][C:11]([Br:14])=[CH:10][C:3]=1[C:4](N(OC)C)=[O:5].[CH3:15][O:16][C:17]1[CH:22]=[CH:21][CH:20]=[CH:19][C:18]=1[Mg]Br. The catalyst is C1COCC1. The product is [NH2:1][C:2]1[C:3]([C:4]([C:18]2[CH:19]=[CH:20][CH:21]=[CH:22][C:17]=2[O:16][CH3:15])=[O:5])=[CH:10][C:11]([Br:14])=[CH:12][N:13]=1. The yield is 0.790. (2) The reactants are [N:1]1([S:7]([C:10]2[CH:15]=[CH:14][C:13]([CH2:16][NH:17][C:18](=[O:29])OC3C=CC([N+]([O-])=O)=CC=3)=[CH:12][CH:11]=2)(=[O:9])=[O:8])[CH2:6][CH2:5][O:4][CH2:3][CH2:2]1.[CH2:30]1[C:38]2[CH:37]=[CH:36][N:35]=[CH:34][C:33]=2[CH2:32][NH:31]1. The catalyst is C(O)C. The product is [N:1]1([S:7]([C:10]2[CH:11]=[CH:12][C:13]([CH2:16][NH:17][C:18]([N:31]3[CH2:30][C:38]4[CH:37]=[CH:36][N:35]=[CH:34][C:33]=4[CH2:32]3)=[O:29])=[CH:14][CH:15]=2)(=[O:8])=[O:9])[CH2:2][CH2:3][O:4][CH2:5][CH2:6]1. The yield is 0.420. (3) The reactants are [CH:1]1([N:7]([CH:18]2[CH2:23][CH2:22][CH2:21][CH2:20][CH2:19]2)[C:8]([NH:10][C:11]2[S:12][CH:13]=[C:14]([CH:16]=O)[N:15]=2)=[O:9])[CH2:6][CH2:5][CH2:4][CH2:3][CH2:2]1.[NH:24]1[CH2:29][CH2:28][O:27][CH2:26][CH2:25]1.C(O[BH-](OC(=O)C)OC(=O)C)(=O)C.[Na+]. No catalyst specified. The product is [CH:18]1([N:7]([CH:1]2[CH2:6][CH2:5][CH2:4][CH2:3][CH2:2]2)[C:8]([NH:10][C:11]2[S:12][CH:13]=[C:14]([CH2:16][N:24]3[CH2:29][CH2:28][O:27][CH2:26][CH2:25]3)[N:15]=2)=[O:9])[CH2:19][CH2:20][CH2:21][CH2:22][CH2:23]1. The yield is 0.300. (4) The reactants are [OH:1][CH:2]([CH3:12])[CH2:3][NH:4][C:5](=[O:11])[O:6][C:7]([CH3:10])([CH3:9])[CH3:8].[H-].[Na+].Cl[CH2:16][C:17]([CH2:19]Cl)=[CH2:18].O. The catalyst is CN(C=O)C. The product is [CH3:12][CH:2]1[CH2:3][N:4]([C:5]([O:6][C:7]([CH3:8])([CH3:10])[CH3:9])=[O:11])[CH2:19][C:17](=[CH2:16])[CH2:18][O:1]1. The yield is 0.339. (5) The reactants are [OH:1][C:2]1[CH:3]=[C:4]([CH:9]=[C:10]([OH:12])[CH:11]=1)[C:5]([O:7][CH3:8])=[O:6].[Br:13][C:14]1[CH:19]=[CH:18][C:17](B(O)O)=[CH:16][CH:15]=1.N1C=CC=CC=1. The catalyst is C(Cl)Cl.C([O-])(=O)C.[Cu+2].C([O-])(=O)C. The product is [CH3:8][O:7][C:5](=[O:6])[C:4]1[CH:3]=[C:2]([OH:1])[CH:11]=[C:10]([O:12][C:17]2[CH:18]=[CH:19][C:14]([Br:13])=[CH:15][CH:16]=2)[CH:9]=1. The yield is 0.220. (6) The reactants are [CH:1]([C:3]1[N:8]=[N:7][C:6]2[O:9][CH2:10][CH2:11][O:12][C:5]=2[CH:4]=1)=C.I([O-])(=O)(=O)=[O:14].[Na+]. The catalyst is O1CCOCC1.O.[Os](=O)(=O)(=O)=O. The product is [N:7]1[C:6]2[O:9][CH2:10][CH2:11][O:12][C:5]=2[CH:4]=[C:3]([CH:1]=[O:14])[N:8]=1. The yield is 0.640. (7) The yield is 0.850. The catalyst is CC#N. The reactants are [CH3:1][C@H:2]1[NH:7][CH2:6][CH2:5][N:4]([CH2:8][C:9]2[CH:14]=[CH:13][C:12]([N:15]3[CH2:20][CH2:19][O:18][CH2:17][CH2:16]3)=[CH:11][C:10]=2[C:21]([F:24])([F:23])[F:22])[CH2:3]1.[C:25](=O)([O:34]N1C(=O)CCC1=O)[O:26][N:27]1[C:31](=[O:32])[CH2:30][CH2:29][C:28]1=[O:33].C(N(CC)CC)C. The product is [CH3:1][C@@H:2]1[CH2:3][N:4]([CH2:8][C:9]2[CH:14]=[CH:13][C:12]([N:15]3[CH2:20][CH2:19][O:18][CH2:17][CH2:16]3)=[CH:11][C:10]=2[C:21]([F:24])([F:22])[F:23])[CH2:5][CH2:6][N:7]1[C:25]([O:26][N:27]1[C:31](=[O:32])[CH2:30][CH2:29][C:28]1=[O:33])=[O:34].